Dataset: Full USPTO retrosynthesis dataset with 1.9M reactions from patents (1976-2016). Task: Predict the reactants needed to synthesize the given product. Given the product [Cl:19][C:20]1[N:25]=[CH:24][C:23]([S:26]([N:8]2[CH2:9][CH2:10][N:5]([CH2:4][CH2:3][N:2]([CH3:11])[CH3:1])[CH2:6][CH2:7]2)(=[O:28])=[O:27])=[CH:22][CH:21]=1, predict the reactants needed to synthesize it. The reactants are: [CH3:1][N:2]([CH3:11])[CH2:3][CH2:4][N:5]1[CH2:10][CH2:9][NH:8][CH2:7][CH2:6]1.C(N(CC)CC)C.[Cl:19][C:20]1[N:25]=[CH:24][C:23]([S:26](Cl)(=[O:28])=[O:27])=[CH:22][CH:21]=1.